From a dataset of Retrosynthesis with 50K atom-mapped reactions and 10 reaction types from USPTO. Predict the reactants needed to synthesize the given product. (1) The reactants are: CC(C)(C)OC(=O)N1CCC(N2C(=O)C(C)(C)Cc3ncc(Cl)cc32)CC1.O=C1CCC(=O)N1Br. Given the product CC(C)(C)OC(=O)N1CCC(N2C(=O)C(C)(C)C(Br)c3ncc(Cl)cc32)CC1, predict the reactants needed to synthesize it. (2) Given the product O=C(O)c1[nH]c(=O)n(C2CCCN(C(=O)OCc3ccccc3)C2)c1-c1ccccc1, predict the reactants needed to synthesize it. The reactants are: CCOC(=O)c1[nH]c(=O)n(C2CCCN(C(=O)OCc3ccccc3)C2)c1-c1ccccc1. (3) Given the product CN(CCNC(=O)c1ccc(C(F)(F)F)cc1)C(=O)[C@H](CCc1ccccc1)NC(=O)OC(C)(C)C, predict the reactants needed to synthesize it. The reactants are: CC(C)(C)OC(=O)N[C@@H](CCc1ccccc1)C(=O)O.CNCCNC(=O)c1ccc(C(F)(F)F)cc1. (4) Given the product COC(=O)CCC(=O)N[C@@H](CC(C)C)C(=O)N[C@@H](C)C(=O)N1C[C@H](O)C[C@H]1C(=O)NCc1ccc(-c2scnc2C)cc1, predict the reactants needed to synthesize it. The reactants are: COC(=O)CCC(=O)O.Cc1ncsc1-c1ccc(CNC(=O)[C@@H]2C[C@@H](O)CN2C(=O)[C@H](C)NC(=O)[C@@H](N)CC(C)C)cc1. (5) Given the product CC(C)C(=O)Oc1ccc(-n2c(-c3nonc3N)nc3cnc(Oc4cccc(N)c4)cc32)cc1, predict the reactants needed to synthesize it. The reactants are: CC(C)C(=O)O.Nc1cccc(Oc2cc3c(cn2)nc(-c2nonc2N)n3-c2ccc(O)cc2)c1. (6) The reactants are: CCBr.O=c1cc(OCc2ccc(Oc3ccc(Cl)c(C(F)(F)F)c3)cc2)cc[nH]1. Given the product CCn1ccc(OCc2ccc(Oc3ccc(Cl)c(C(F)(F)F)c3)cc2)cc1=O, predict the reactants needed to synthesize it.